This data is from Full USPTO retrosynthesis dataset with 1.9M reactions from patents (1976-2016). The task is: Predict the reactants needed to synthesize the given product. (1) Given the product [CH3:15][O:14][C:12]1[CH:13]=[C:8]([C@@H:2]2[CH2:3][CH2:4][CH2:5][C@H:1]2[OH:6])[CH:9]=[C:10]([O:16][CH3:17])[CH:11]=1, predict the reactants needed to synthesize it. The reactants are: [CH:1]12[O:6][CH:2]1[CH2:3][CH2:4][CH2:5]2.Br[C:8]1[CH:13]=[C:12]([O:14][CH3:15])[CH:11]=[C:10]([O:16][CH3:17])[CH:9]=1. (2) Given the product [NH:22]1[C:30]2[C:25](=[CH:26][CH:27]=[CH:28][CH:29]=2)[C:24]([NH:31][C:2]2[C:11]3[C:6](=[CH:7][CH:8]=[CH:9][CH:10]=3)[CH:5]=[C:4]([C:12]3[CH:17]=[CH:16][CH:15]=[CH:14][C:13]=3[C:18]([F:21])([F:20])[F:19])[N:3]=2)=[N:23]1, predict the reactants needed to synthesize it. The reactants are: Cl[C:2]1[C:11]2[C:6](=[CH:7][CH:8]=[CH:9][CH:10]=2)[CH:5]=[C:4]([C:12]2[CH:17]=[CH:16][CH:15]=[CH:14][C:13]=2[C:18]([F:21])([F:20])[F:19])[N:3]=1.[NH:22]1[C:30]2[C:25](=[CH:26][CH:27]=[CH:28][CH:29]=2)[C:24]([NH2:31])=[N:23]1. (3) Given the product [CH:67]1([CH:57]2[N:58]([CH2:59][C:60]3[CH:65]=[CH:64][C:63]([F:66])=[CH:62][CH:61]=3)[C:19](=[O:21])[C:18]([C:12]3[NH:11][C:10]4[S:9][CH:8]=[C:7]([CH2:6][NH:5][S:2]([CH3:1])(=[O:3])=[O:4])[C:15]=4[S:14](=[O:16])(=[O:17])[N:13]=3)=[C:55]([OH:54])[CH2:56]2)[CH2:71][CH2:70][CH2:69][CH2:68]1, predict the reactants needed to synthesize it. The reactants are: [CH3:1][S:2]([NH:5][CH2:6][C:7]1[C:15]2[S:14](=[O:17])(=[O:16])[N:13]=[C:12]([CH2:18][C:19]([OH:21])=O)[NH:11][C:10]=2[S:9][CH:8]=1)(=[O:4])=[O:3].F[P-](F)(F)(F)(F)F.N1(OC(N(C)C)=[N+](C)C)C2N=CC=CC=2N=N1.CN1CCOCC1.C[O:54][C:55](=O)[CH2:56][CH:57]([CH:67]1[CH2:71][CH2:70][CH2:69][CH2:68]1)[NH:58][CH2:59][C:60]1[CH:65]=[CH:64][C:63]([F:66])=[CH:62][CH:61]=1.[O-]CC.[Na+].C(O)C. (4) Given the product [C:12]([OH:15])([C:2]([F:11])([F:10])[F:1])=[O:13].[OH2:22].[C:12]([OH:15])([C:2]([F:11])([F:10])[F:1])=[O:13], predict the reactants needed to synthesize it. The reactants are: [F:1][C:2]([F:11])([F:10])C1C=CN=C(S)C=1.[C:12]([O-:15])([O-])=[O:13].[K+].[K+].CN(C=[O:22])C. (5) Given the product [Si:21]([O:11][CH:10]([CH:2]1[CH2:3][C:4]2[C:9](=[CH:8][CH:7]=[CH:6][CH:5]=2)[CH2:1]1)[C:12]1[O:13][CH:14]=[CH:15][N:16]=1)([C:18]([CH3:20])([CH3:19])[CH3:17])([CH3:23])[CH3:22], predict the reactants needed to synthesize it. The reactants are: [CH2:1]1[C:9]2[C:4](=[CH:5][CH:6]=[CH:7][CH:8]=2)[CH2:3][CH:2]1[CH:10]([C:12]1[O:13][CH:14]=[CH:15][N:16]=1)[OH:11].[CH3:17][C:18]([Si:21](Cl)([CH3:23])[CH3:22])([CH3:20])[CH3:19].N1C=CN=C1. (6) Given the product [NH2:13][C:10]1[CH:11]=[CH:12][C:7]([N:1]2[CH2:2][CH2:3][O:4][CH2:5][CH2:6]2)=[C:8]([CH2:16][CH2:17][C:18]2[CH:19]=[C:20]([NH:24][C:25](=[O:31])[O:26][C:27]([CH3:30])([CH3:29])[CH3:28])[CH:21]=[CH:22][CH:23]=2)[CH:9]=1, predict the reactants needed to synthesize it. The reactants are: [N:1]1([C:7]2[CH:12]=[CH:11][C:10]([N+:13]([O-])=O)=[CH:9][C:8]=2[C:16]#[C:17][C:18]2[CH:19]=[C:20]([NH:24][C:25](=[O:31])[O:26][C:27]([CH3:30])([CH3:29])[CH3:28])[CH:21]=[CH:22][CH:23]=2)[CH2:6][CH2:5][O:4][CH2:3][CH2:2]1. (7) The reactants are: C1(C2C(OCC(F)(F)F)=CC(C(O)=O)=NC=2)CC1.NCC(C)(O)C.[CH:25]1([C:28]2[C:29]([O:42][CH2:43][C:44]([F:47])([F:46])[F:45])=[CH:30][C:31]([C:34]([NH:36][CH2:37][C:38]([OH:41])([CH3:40])[CH3:39])=O)=[N:32][CH:33]=2)[CH2:27][CH2:26]1.CS(O)(=O)=O. Given the product [CH:25]1([C:28]2[C:29]([O:42][CH2:43][C:44]([F:47])([F:46])[F:45])=[CH:30][C:31]([C:34]3[O:41][C:38]([CH3:40])([CH3:39])[CH2:37][N:36]=3)=[N:32][CH:33]=2)[CH2:27][CH2:26]1, predict the reactants needed to synthesize it. (8) Given the product [OH:30][CH:27]1[CH2:28][CH2:29][N:25]([C:3]([C:4]2[CH:5]=[N:6][C:7]([O:10][CH2:11][C:12]3[C:13]([C:18]4[CH:19]=[CH:20][CH:21]=[CH:22][CH:23]=4)=[N:14][O:15][C:16]=3[CH3:17])=[CH:8][CH:9]=2)=[O:24])[CH2:26]1, predict the reactants needed to synthesize it. The reactants are: CO[C:3](=[O:24])[C:4]1[CH:9]=[CH:8][C:7]([O:10][CH2:11][C:12]2[C:13]([C:18]3[CH:23]=[CH:22][CH:21]=[CH:20][CH:19]=3)=[N:14][O:15][C:16]=2[CH3:17])=[N:6][CH:5]=1.[NH:25]1[CH2:29][CH2:28][CH:27]([OH:30])[CH2:26]1. (9) Given the product [CH2:21]([N:28]1[CH2:32][C@@H:31]([C:33]2[CH:34]=[CH:35][CH:36]=[CH:37][CH:38]=2)[C@H:30]([N:39]([CH3:40])[C:14](=[O:15])[C:13]([C:5]2[CH:4]=[C:3]([C:2]([F:20])([F:19])[F:1])[CH:8]=[C:7]([C:9]([F:12])([F:11])[F:10])[CH:6]=2)([CH3:18])[CH3:17])[CH2:29]1)[C:22]1[CH:23]=[CH:24][CH:25]=[CH:26][CH:27]=1, predict the reactants needed to synthesize it. The reactants are: [F:1][C:2]([F:20])([F:19])[C:3]1[CH:4]=[C:5]([C:13]([CH3:18])([CH3:17])[C:14](Cl)=[O:15])[CH:6]=[C:7]([C:9]([F:12])([F:11])[F:10])[CH:8]=1.[CH2:21]([N:28]1[CH2:32][C@@H:31]([C:33]2[CH:38]=[CH:37][CH:36]=[CH:35][CH:34]=2)[C@H:30]([NH:39][CH3:40])[CH2:29]1)[C:22]1[CH:27]=[CH:26][CH:25]=[CH:24][CH:23]=1.C(N(C(C)C)C(C)C)C. (10) Given the product [Cl:20][C:17]1[CH:18]=[CH:19][C:14]([NH:13][C:12]2[C:7]3[C:6]([CH3:35])=[C:5]([C:3]([NH2:36])=[O:4])[S:34][C:8]=3[N:9]=[CH:10][N:11]=2)=[C:15]([O:21][C@H:22]2[CH2:27][CH2:26][CH2:25][NH:24][CH2:23]2)[CH:16]=1, predict the reactants needed to synthesize it. The reactants are: CO[C:3]([C:5]1[S:34][C:8]2[N:9]=[CH:10][N:11]=[C:12]([NH:13][C:14]3[CH:19]=[CH:18][C:17]([Cl:20])=[CH:16][C:15]=3[O:21][C@H:22]3[CH2:27][CH2:26][CH2:25][N:24](C(=O)C(F)(F)F)[CH2:23]3)[C:7]=2[C:6]=1[CH3:35])=[O:4].[NH3:36].